Dataset: Full USPTO retrosynthesis dataset with 1.9M reactions from patents (1976-2016). Task: Predict the reactants needed to synthesize the given product. Given the product [Cl:9][C:10]1[N:15]=[C:14]([C:16]2[CH:21]=[CH:20][C:19]([Cl:22])=[CH:18][CH:17]=2)[C:13]([O:6][CH2:1][C:2]([F:5])([F:4])[F:3])=[CH:12][CH:11]=1, predict the reactants needed to synthesize it. The reactants are: [CH2:1]([OH:6])[C:2]([F:5])([F:4])[F:3].[H-].[Na+].[Cl:9][C:10]1[N:15]=[C:14]([C:16]2[CH:21]=[CH:20][C:19]([Cl:22])=[CH:18][CH:17]=2)[C:13](F)=[CH:12][CH:11]=1.